This data is from Full USPTO retrosynthesis dataset with 1.9M reactions from patents (1976-2016). The task is: Predict the reactants needed to synthesize the given product. (1) Given the product [C:21]([C:25]1[CH:29]=[C:28]([NH:30][C:31]([NH:33][C:34]2[C:43]3[C:38](=[CH:39][CH:40]=[CH:41][CH:42]=3)[C:37]([O:44][C:45]3[CH:50]=[CH:49][N:48]=[C:47]([NH:1][C:2]4[CH:9]=[C:8]([O:10][CH2:11][CH2:12][O:13][CH2:14][CH2:15][O:16][CH2:17][CH2:18][O:19][CH3:20])[CH:7]=[C:4]([C:5]#[N:6])[CH:3]=4)[N:46]=3)=[CH:36][CH:35]=2)=[O:32])[N:27]([C:52]2[CH:57]=[CH:56][C:55]([CH3:58])=[CH:54][CH:53]=2)[N:26]=1)([CH3:24])([CH3:23])[CH3:22], predict the reactants needed to synthesize it. The reactants are: [NH2:1][C:2]1[CH:3]=[C:4]([CH:7]=[C:8]([O:10][CH2:11][CH2:12][O:13][CH2:14][CH2:15][O:16][CH2:17][CH2:18][O:19][CH3:20])[CH:9]=1)[C:5]#[N:6].[C:21]([C:25]1[CH:29]=[C:28]([NH:30][C:31]([NH:33][C:34]2[C:43]3[C:38](=[CH:39][CH:40]=[CH:41][CH:42]=3)[C:37]([O:44][C:45]3[CH:50]=[CH:49][N:48]=[C:47](Cl)[N:46]=3)=[CH:36][CH:35]=2)=[O:32])[N:27]([C:52]2[CH:57]=[CH:56][C:55]([CH3:58])=[CH:54][CH:53]=2)[N:26]=1)([CH3:24])([CH3:23])[CH3:22].C(=O)(O)[O-].[Na+]. (2) Given the product [C:17]([O:20][CH:8]([CH3:10])[CH2:11][O:15][CH3:14])(=[O:13])[CH3:18], predict the reactants needed to synthesize it. The reactants are: CC(N=N[C:8]([C:11]#N)([CH3:10])C)(C#N)C.[OH2:13].[CH3:14][OH:15].C[C:17](=[O:20])[CH2:18]C. (3) Given the product [Br:7][C:8]1[S:9][C:10]([C:13]([NH:15][CH2:23][C:22]2[CH:26]=[CH:27][C:19]3[N:16]([CH:3]=[CH:4][N:5]=3)[CH:21]=2)=[O:14])=[CH:11][N:12]=1, predict the reactants needed to synthesize it. The reactants are: CC(C)[CH2:3][CH2:4][NH2:5].[Br:7][C:8]1[S:9][C:10]([C:13]([NH2:15])=[O:14])=[CH:11][N:12]=1.[N+:16]([C:19]1[CH:27]=[CH:26][C:22]([C:23](O)=O)=[CH:21]C=1)([O-])=O. (4) Given the product [Cl:1][C:2]1[CH:3]=[C:4]([C:5]([N:31]2[CH2:32][CH2:33][N:28]([CH3:27])[CH2:29][CH2:30]2)=[O:7])[CH:8]=[CH:9][C:10]=1[C:11]([NH:12][C:13]1[CH:18]=[CH:17][C:16]([Cl:19])=[C:15]([C:20]2[CH:25]=[CH:24][CH:23]=[CH:22][N:21]=2)[CH:14]=1)=[O:26], predict the reactants needed to synthesize it. The reactants are: [Cl:1][C:2]1[CH:3]=[C:4]([CH:8]=[CH:9][C:10]=1[C:11](=[O:26])[NH:12][C:13]1[CH:18]=[CH:17][C:16]([Cl:19])=[C:15]([C:20]2[CH:25]=[CH:24][CH:23]=[CH:22][N:21]=2)[CH:14]=1)[C:5]([OH:7])=O.[CH3:27][N:28]1[CH2:33][CH2:32][NH:31][CH2:30][CH2:29]1. (5) The reactants are: Cl[CH2:2][C:3]1[CH:28]=[CH:27][C:6]([O:7][CH2:8][C:9]2[N:10]=[C:11]([C:15]3[CH:20]=[CH:19][C:18]([CH2:21][C:22]([O:24][CH2:25][CH3:26])=[O:23])=[CH:17][CH:16]=3)[O:12][C:13]=2[CH3:14])=[C:5]([O:29][CH3:30])[CH:4]=1.Cl.[CH3:32][C:33]1[S:37][C:36]([N:38]2[CH2:43][CH2:42][CH2:41][CH2:40][CH2:39]2)=[N:35][C:34]=1/[CH:44]=[CH:45]/[C:46]1[C:47]([OH:57])=[N:48][N:49]([C:51]2[CH:56]=[CH:55][CH:54]=[CH:53][CH:52]=2)[CH:50]=1.C(=O)([O-])[O-].[K+].[K+].CN(C)C=O. Given the product [CH3:30][O:29][C:5]1[CH:4]=[C:3]([CH2:2][O:57][C:47]2[C:46](/[CH:45]=[CH:44]/[C:34]3[N:35]=[C:36]([N:38]4[CH2:43][CH2:42][CH2:41][CH2:40][CH2:39]4)[S:37][C:33]=3[CH3:32])=[CH:50][N:49]([C:51]3[CH:56]=[CH:55][CH:54]=[CH:53][CH:52]=3)[N:48]=2)[CH:28]=[CH:27][C:6]=1[O:7][CH2:8][C:9]1[N:10]=[C:11]([C:15]2[CH:20]=[CH:19][C:18]([CH2:21][C:22]([O:24][CH2:25][CH3:26])=[O:23])=[CH:17][CH:16]=2)[O:12][C:13]=1[CH3:14], predict the reactants needed to synthesize it. (6) Given the product [C:1]([O:5][C:6]([N:8]1[CH2:13][CH2:12][N:11]([C:14]([O:16][C:17]([CH3:20])([CH3:19])[CH3:18])=[O:15])[CH2:10][C@@H:9]1[CH:21]([C:22]1[CH:23]=[CH:24][C:25]([F:28])=[CH:26][CH:27]=1)[OH:29])=[O:7])([CH3:2])([CH3:3])[CH3:4], predict the reactants needed to synthesize it. The reactants are: [C:1]([O:5][C:6]([N:8]1[CH2:13][CH2:12][N:11]([C:14]([O:16][C:17]([CH3:20])([CH3:19])[CH3:18])=[O:15])[CH2:10][C@@H:9]1[C:21](=[O:29])[C:22]1[CH:27]=[CH:26][C:25]([F:28])=[CH:24][CH:23]=1)=[O:7])([CH3:4])([CH3:3])[CH3:2].[BH4-].[Na+]. (7) Given the product [C:1]1([CH3:16])[CH:2]=[CH:3][C:4]([S:7]([O:10][CH2:11][C@H:12]([O:15][C:27](=[O:26])[CH3:28])[CH2:13][CH3:14])(=[O:8])=[O:9])=[CH:5][CH:6]=1, predict the reactants needed to synthesize it. The reactants are: [C:1]1([CH3:16])[CH:6]=[CH:5][C:4]([S:7]([O:10][CH2:11][CH:12]([OH:15])[CH2:13][CH3:14])(=[O:9])=[O:8])=[CH:3][CH:2]=1.C1(C)C=CC(S([O:26][CH2:27][C@@H:28](O)CC)(=O)=O)=CC=1. (8) Given the product [CH3:1][C:2]([C:4]1[CH:9]=[CH:8][C:7]([C:11]2[CH:16]=[CH:15][CH:14]=[CH:13][CH:12]=2)=[CH:6][CH:5]=1)=[O:3], predict the reactants needed to synthesize it. The reactants are: [CH3:1][C:2]([C:4]1[CH:9]=[CH:8][C:7](Cl)=[CH:6][CH:5]=1)=[O:3].[C:11]1(B(O)O)[CH:16]=[CH:15][CH:14]=[CH:13][CH:12]=1.[F-].[Cs+].C1(C)C=CC=CC=1. (9) Given the product [Cl:13][C:14]1[CH:19]=[CH:18][C:17]([C:3]2[CH:4]=[CH:5][C:6]([CH:8]=[O:9])=[CH:7][C:2]=2[F:1])=[CH:16][CH:15]=1, predict the reactants needed to synthesize it. The reactants are: [F:1][C:2]1[CH:7]=[C:6]([CH:8]=[O:9])[CH:5]=[CH:4][C:3]=1B(O)O.[Cl:13][C:14]1[CH:19]=[CH:18][C:17](I)=[CH:16][CH:15]=1.C(=O)([O-])[O-].[Na+].[Na+]. (10) Given the product [NH2:1][C:2](=[O:40])[C:3]([CH3:38])([CH3:39])[CH2:4][NH:5][C:6]([C:8]1[S:9][C:10]([C:20]2[CH:25]=[CH:24][C:23]([C:26]([OH:35])([C:31]([F:32])([F:33])[F:34])[C:27]([F:28])([F:29])[F:30])=[C:22]([Cl:36])[C:21]=2[Cl:37])=[C:11]([C:13]([N:43]2[CH2:44][CH2:45][CH2:46][CH2:47][C@@H:42]2[CH3:41])=[O:14])[N:12]=1)=[O:7], predict the reactants needed to synthesize it. The reactants are: [NH2:1][C:2](=[O:40])[C:3]([CH3:39])([CH3:38])[CH2:4][NH:5][C:6]([C:8]1[S:9][C:10]([C:20]2[CH:25]=[CH:24][C:23]([C:26]([OH:35])([C:31]([F:34])([F:33])[F:32])[C:27]([F:30])([F:29])[F:28])=[C:22]([Cl:36])[C:21]=2[Cl:37])=[C:11]([C:13](OC(C)(C)C)=[O:14])[N:12]=1)=[O:7].[CH3:41][C@H:42]1[CH2:47][CH2:46][CH2:45][CH2:44][NH:43]1.